The task is: Predict the reactants needed to synthesize the given product.. This data is from Full USPTO retrosynthesis dataset with 1.9M reactions from patents (1976-2016). Given the product [CH3:13][C:10]1[S:9][C:8]([C:4]2[CH:3]=[C:2]([CH3:1])[CH2:6][CH:5]=2)=[CH:12][CH:11]=1, predict the reactants needed to synthesize it. The reactants are: [CH3:1][C:2]1[CH:3]=[C:4]([C:8]2[S:9][C:10]([CH3:13])=[CH:11][CH:12]=2)[CH2:5][C:6]=1C.[Li]CCCC.